This data is from B-cell epitopes from IEDB database with 3,159 antigens for binding position prediction. The task is: Token-level Classification. Given an antigen amino acid sequence, predict which amino acid positions are active epitope sites capable of antibody binding. Output is a list of indices for active positions. (1) Given the antigen sequence: MVPQALLFVPLLVFPLCFGKFPIYTILDKLGPWSPIDIHHLSCPNNLVVEDEGCTNLSGFSYMELKVGYILAIKMNGFTCTGVVTEAENYTNFVGYVTTTFKRKHFRPTPDACRAAYNWKMAGDPRYEESLHNPYPDYRWLRTVKTTKESLVIISPSVADLDPYDRSLHSRVFPSGKCSGVAVSSTYCSTNHDYTIWMPENPRLGMSCDIFTNSRGKRASKGSETCGFVDERGLYKSLKGACKLKLCGVLGLRLMDGTWVAMQTSNETKWCPPDQLVNLHDFRSDEIEHLVVEELVRKREECLDALESIMTTKSVSFRRLSHLRKLVPGFGKAYTIFNKTLMEADAHYKSVRTWNEILPSKGCLRVGGRCHPHVNGVFFNGIILGPDGNVLIPEMQSSLLQQHMELLESSVIPLVHPLADPSTVFKDGDEAEDFVEVHLPDVHNQVSGVDLGLPNWGKYVLLSAGALTALMLIIFLMTCCRRVNRSEPTQHNLRGTGREV..., which amino acid positions are active epitope sites? The epitope positions are: [244, 245, 246, 247, 248, 249]. The amino acids at these positions are: KLCGVL. (2) Given the antigen sequence: MILCSYWHVGLVLLLFSCCGLVLGSEHETRLVANLLENYNKVIRPVEHHTHFVDITVGLQLIQLISVDEVNQIVETNVRLRQQWIDVRLRWNPADYGGIKKIRLPSDDVWLPDLVLYNNADGDFAIVHMTKLLLDYTGKIMWTPPAIFKSYCEIIVTHFPFDQQNCTMKLGIWTYDGTKVSISPESDRPDLSTFMESGEWVMKDYRGWKHWVYYTCCPDTPYLDITYHFIMQRIPLYFVVNVIIPCLLFSFLTGLVFYLPTDSGEKMTLSISVLLSLTVFLLVIVELIPSTSSAVPLIGKYMLFTMIFVISSIIITVVVINTHHRSPSTHTMPQWVRKIFIDTIPNVMFFSTMKRASKEKQENKIFADDIDISDISGKQVTGEVIFQTPLIKNPDVKSAIEGVKYIAEHMKSDEESSNAAEEWKYVAMVIDHILLCVFMLICIIGTVSVFAGRLIELSQEG, which amino acid positions are active epitope sites? The epitope positions are: [284, 285, 286, 287, 288, 289, 290, 291, 292, 293, 294, 295, 296, 297, 298, 299, 300]. The amino acids at these positions are: VELIPSTSSAVPLIGKY. (3) Given the antigen sequence: MAKNTTNRHYSLRKLKTGTASVAVALTVVGAGLVAGQTVRADHSDLVAEKQRLEDLGQKFERLKQRSELYLQQYYDNKSNGYKGDWYVQQLKMLNRDLEQAYNELSGEAHKDALGKLGIDNADLKAKITELEKSVEEKNDVLSQIKKELEEAEKDIQFGREVHAADLLRHKQEIAEKENVISKLNGELQPLKQKVDETDRNLQQEKQKVLSLEQQLAVTKENAKKDFELAALGHQLADKEYNAKIAELESKLADAKKDFELAALGHQHAHNEYQAKLAEKDGQIKQLEEQKQILDASRKGTARDLEAVRQAKKATEAELNNLKAELAKVTEQKQILDASRKGTARDLEAVRKSKKQQVEAALKQLEEQNKISEASRKGLRRDLDTSREAKKQVEKDLANLTAELDKVKEEKQISDASRQGLRRDLDASREAKKQVEKALEEANSKLAALEKLNKDLEESKKLTEKEKAELQAKLEAEAKALKEQLAKQAEELAKLRAGKA..., which amino acid positions are active epitope sites? The epitope positions are: [261, 262, 263, 264, 265, 266, 267, 268, 269, 270, 271, 272, 273, 274, 275, 276, 277, 278, 279, 280]. The amino acids at these positions are: AALGHQHAHNEYQAKLAEKD. (4) Given the antigen sequence: ATWTCINQQLNPKTNKWEDKRLLYSQAKAESNSHHAPLSDGKTGSSYPHWFTNGYDGNGKLIKGRTPIKFGKADCDRPPKHSQNGMGKDDHYLLEFPTFPDGHDYKFDSKKPKEDPGPARVIYTYPNKVFCGIVAHQRGNQGDLRLCSH, which amino acid positions are active epitope sites? The epitope positions are: [5, 6, 7, 8, 9, 10, 11, 12]. The amino acids at these positions are: INQQLNPK.